From a dataset of Forward reaction prediction with 1.9M reactions from USPTO patents (1976-2016). Predict the product of the given reaction. Given the reactants [CH3:1][C:2]1([CH3:20])[CH:11]=[C:10]([C:12]2[CH:17]=[CH:16][C:15]([CH3:18])=[CH:14][CH:13]=2)[C:9]2[C:4](=[CH:5][CH:6]=[C:7](Br)[CH:8]=2)[O:3]1.[Li]C(C)(C)C.CN([CH:29]=[O:30])C, predict the reaction product. The product is: [CH3:1][C:2]1([CH3:20])[CH:11]=[C:10]([C:12]2[CH:17]=[CH:16][C:15]([CH3:18])=[CH:14][CH:13]=2)[C:9]2[C:4](=[CH:5][CH:6]=[C:7]([CH:29]=[O:30])[CH:8]=2)[O:3]1.